From a dataset of Experimentally validated miRNA-target interactions with 360,000+ pairs, plus equal number of negative samples. Binary Classification. Given a miRNA mature sequence and a target amino acid sequence, predict their likelihood of interaction. (1) The miRNA is hsa-miR-203b-3p with sequence UUGAACUGUUAAGAACCACUGGA. The protein sequence of the target gene is MAASGVEKSSKKKTEKKLAAREEAKLLAGFMGVMNNMRKQKTLCDVILMVQERKIPAHRVVLAAASHFFNLMFTTNMLESKSFEVELKDAEPDIIEQLVEFAYTARISVNSNNVQSLLDAANQYQIEPVKKMCVDFLKEQVDASNCLGISVLAECLDCPELKATADDFIHQHFTEVYKTDEFLQLDVKRVTHLLNQDTLTVRAEDQVYDAAVRWLKYDEPNRQPFMVDILAKVRFPLISKNFLSKTVQAEPLIQDNPECLKMVISGMRYHLLSPEDREELVDGTRPRRKKHDYRIALFGG.... Result: 1 (interaction). (2) The miRNA is hsa-miR-496 with sequence UGAGUAUUACAUGGCCAAUCUC. The protein sequence of the target gene is MASFVTEVLAHSGSLEKEDLGTRISRLTRRVEEIKGEVCNMISKKYSEFLPTMQSAQALVTQVDTLSNDIDQLKSRIETEVCRDLHISTVEFTNLKQQLERDSVVLTLLKQLQEFSSAIEEYNSALAEKKYIPAARHLEEAQECLKLLKSRKCFDLKMLKSLSMELTVQKQNILYHLGEDWQKLVVWKFPPAKDTSSLESCLQTELHLCTEQPEKEDMTPLPSISSVLLAFSILGELPTKLKSFGQMLLKYILKPLVTCPSLHAVIERQPSSVSICFESLTTDLEHPSPPEAFAKIRLVL.... Result: 0 (no interaction).